Dataset: Reaction yield outcomes from USPTO patents with 853,638 reactions. Task: Predict the reaction yield, written as a fraction of the theoretical maximum amount of product (1.0 means a 100% yield; for example, 0.34 means a 34% yield). (1) The reactants are S(Cl)(Cl)=O.[OH:5][C:6]1[CH:14]=[CH:13][C:9]([C:10]([OH:12])=[O:11])=[C:8]([CH3:15])[CH:7]=1.[CH3:16]O. No catalyst specified. The product is [OH:5][C:6]1[CH:14]=[CH:13][C:9]([C:10]([O:12][CH3:16])=[O:11])=[C:8]([CH3:15])[CH:7]=1. The yield is 1.00. (2) The reactants are Cl[S:2]([C:5]1[CH:14]=[CH:13][C:12]2[NH:11][C:10](=[O:15])[C:9]3[NH:16][CH:17]=[C:18]([C:19]([OH:21])=[O:20])[C:8]=3[C:7]=2[CH:6]=1)(=[O:4])=[O:3].[CH2:22](N(CC)CC)C.Cl.[NH2:30][CH2:31][CH2:32][C:33]([O:35][CH3:36])=[O:34]. No catalyst specified. The product is [CH2:36]([O:35][C:33]([CH2:32][CH2:31][NH:30][S:2]([C:5]1[CH:14]=[CH:13][C:12]2[NH:11][C:10](=[O:15])[C:9]3[NH:16][CH:17]=[CH:18][C:8]=3[C:7]=2[CH:6]=1)(=[O:3])=[O:4])=[O:34])[CH3:22].[CH2:18]([C:19]([O-:21])=[O:20])[CH3:17]. The yield is 0.180. (3) The reactants are [CH2:1]([Zn]CC)C.[Si:6]([O:23][CH2:24][C@@H:25]1[CH2:29][CH:28]=[CH:27][N:26]1[C:30]([O:32][C:33]([CH3:36])([CH3:35])[CH3:34])=[O:31])([C:19]([CH3:22])([CH3:21])[CH3:20])([C:13]1[CH:18]=[CH:17][CH:16]=[CH:15][CH:14]=1)[C:7]1[CH:12]=[CH:11][CH:10]=[CH:9][CH:8]=1.ClCI. The catalyst is C1(C)C=CC=CC=1. The product is [Si:6]([O:23][CH2:24][C@@H:25]1[CH2:29][CH:28]2[CH:27]([CH2:1]2)[N:26]1[C:30]([O:32][C:33]([CH3:36])([CH3:35])[CH3:34])=[O:31])([C:19]([CH3:21])([CH3:22])[CH3:20])([C:13]1[CH:18]=[CH:17][CH:16]=[CH:15][CH:14]=1)[C:7]1[CH:12]=[CH:11][CH:10]=[CH:9][CH:8]=1. The yield is 0.907.